This data is from Forward reaction prediction with 1.9M reactions from USPTO patents (1976-2016). The task is: Predict the product of the given reaction. Given the reactants C([NH:5][S:6]([NH:9][C:10]([C:12]1([C:28]2[CH:33]=[CH:32][CH:31]=[C:30]([O:34][CH3:35])[CH:29]=2)[CH2:17][CH2:16][N:15]([C:18]2[N:23]=[C:22]([C:24]([F:27])([F:26])[F:25])[CH:21]=[CH:20][N:19]=2)[CH2:14][CH2:13]1)=[O:11])(=[O:8])=[O:7])(C)(C)C.FC(F)(F)C(O)=O, predict the reaction product. The product is: [NH2:5][S:6]([NH:9][C:10]([C:12]1([C:28]2[CH:33]=[CH:32][CH:31]=[C:30]([O:34][CH3:35])[CH:29]=2)[CH2:17][CH2:16][N:15]([C:18]2[N:23]=[C:22]([C:24]([F:25])([F:26])[F:27])[CH:21]=[CH:20][N:19]=2)[CH2:14][CH2:13]1)=[O:11])(=[O:8])=[O:7].